Dataset: Forward reaction prediction with 1.9M reactions from USPTO patents (1976-2016). Task: Predict the product of the given reaction. (1) Given the reactants [Br:1][C:2]1[CH:3]=[C:4]2[C:8](=[CH:9][CH:10]=1)[NH:7][CH:6]=[C:5]2[S:11][C:12]1[CH:17]=[CH:16][C:15]([F:18])=[CH:14][CH:13]=1.OO.C(=O)([O-])[O-:22].[Na+].[Na+].[OH2:27], predict the reaction product. The product is: [Br:1][C:2]1[CH:3]=[C:4]2[C:8](=[CH:9][CH:10]=1)[NH:7][CH:6]=[C:5]2[S:11]([C:12]1[CH:17]=[CH:16][C:15]([F:18])=[CH:14][CH:13]=1)(=[O:22])=[O:27]. (2) Given the reactants [C:1](OC(=O)C)(=[O:3])[CH3:2].[CH3:8][O:9][C:10]1[CH:11]=[C:12]([CH2:18][CH2:19][NH2:20])[CH:13]=[CH:14][C:15]=1[O:16][CH3:17].CCN(CC)CC, predict the reaction product. The product is: [CH3:8][O:9][C:10]1[CH:11]=[C:12]([CH:13]=[CH:14][C:15]=1[O:16][CH3:17])[CH2:18][CH2:19][NH:20][C:1](=[O:3])[CH3:2]. (3) Given the reactants C([Mg]Br)(C)C.C([Li])CCC.[C:11]([C:15]1[N:19]([CH3:20])[N:18]([CH2:21][CH:22]2[CH2:24][CH2:23]2)/[C:17](=[N:25]/[C:26](=[O:38])[C:27]2[CH:32]=[C:31]([C:33]([F:36])([F:35])[F:34])[CH:30]=[CH:29][C:28]=2F)/[CH:16]=1)([CH3:14])([CH3:13])[CH3:12].CN([CH:42]=[O:43])C, predict the reaction product. The product is: [C:11]([C:15]1[N:19]([CH3:20])[N:18]([CH2:21][CH:22]2[CH2:24][CH2:23]2)/[C:17](=[N:25]/[C:26](=[O:38])[C:27]2[CH:32]=[C:31]([C:33]([F:34])([F:36])[F:35])[CH:30]=[CH:29][C:28]=2[CH:42]=[O:43])/[CH:16]=1)([CH3:13])([CH3:14])[CH3:12]. (4) The product is: [CH:32]1([CH2:35][CH2:36][O:37][C:38]2[N:46]=[C:45]3[C:41]([N:42]=[C:43]([O:47][CH3:48])[N:44]3[CH2:51][CH2:52][CH:53]3[CH2:58][CH2:57][O:56][CH2:55][CH2:54]3)=[C:40]([NH2:49])[N:39]=2)[CH2:34][CH2:33]1. Given the reactants C(NC1N=C2C(N=C(OC)N2CC[C@@H]2CCOC2)=C(N)N=1)CCC.FC(F)(F)C(O)=O.[CH:32]1([CH2:35][CH2:36][O:37][C:38]2[NH:39][C:40]([NH2:49])=[C:41]3[C:45]([N:46]=2)=[N:44][C:43]([O:47][CH3:48])=[N:42]3)[CH2:34][CH2:33]1.Br[CH2:51][CH2:52][CH:53]1[CH2:58][CH2:57][O:56][CH2:55][CH2:54]1, predict the reaction product. (5) Given the reactants [Cl:1][C:2]1[CH:3]=[CH:4][C:5]([CH3:18])=[C:6]([C:8]2[CH:13]=[CH:12][C:11]([C:14]([F:17])([F:16])[F:15])=[CH:10][CH:9]=2)[CH:7]=1.[O-:19][Mn](=O)(=O)=O.[K+].[OH2:25], predict the reaction product. The product is: [Cl:1][C:2]1[CH:7]=[C:6]([C:8]2[CH:9]=[CH:10][C:11]([C:14]([F:15])([F:16])[F:17])=[CH:12][CH:13]=2)[C:5]([C:18]([OH:19])=[O:25])=[CH:4][CH:3]=1.